Dataset: Forward reaction prediction with 1.9M reactions from USPTO patents (1976-2016). Task: Predict the product of the given reaction. Given the reactants [CH3:1][C:2]1[CH:8]=[CH:7][CH:6]=[C:5]([CH3:9])[C:3]=1[NH2:4].[Br-:10].[CH2:11]([P+:14]([C:27]1[CH:32]=[CH:31][CH:30]=[CH:29][CH:28]=1)([C:21]1[CH:26]=[CH:25][CH:24]=[CH:23][CH:22]=1)[C:15]1[CH:20]=[CH:19][CH:18]=[CH:17][CH:16]=1)[C:12]#[CH:13], predict the reaction product. The product is: [Br-:10].[CH3:1][C:2]1[CH:8]=[CH:7][CH:6]=[C:5]([CH3:9])[C:3]=1[NH:4][C:12]([CH3:13])=[CH:11][P+:14]([C:21]1[CH:26]=[CH:25][CH:24]=[CH:23][CH:22]=1)([C:15]1[CH:16]=[CH:17][CH:18]=[CH:19][CH:20]=1)[C:27]1[CH:32]=[CH:31][CH:30]=[CH:29][CH:28]=1.